From a dataset of Forward reaction prediction with 1.9M reactions from USPTO patents (1976-2016). Predict the product of the given reaction. (1) The product is: [CH3:1][O:2][C:3]1[CH:4]=[C:5]2[C:10](=[CH:11][CH:12]=1)[C:9]([OH:13])=[C:8]([C:17]1[CH:18]=[CH:19][CH:20]=[CH:21][CH:22]=1)[C:7]([CH2:23][CH2:24][CH3:25])=[CH:6]2. Given the reactants [CH3:1][O:2][C:3]1[CH:4]=[C:5]2[C:10](=[CH:11][CH:12]=1)[C:9]([O:13]COC)=[C:8]([C:17]1[CH:22]=[CH:21][CH:20]=[CH:19][CH:18]=1)[C:7]([CH2:23][CH2:24][CH3:25])=[CH:6]2.Cl, predict the reaction product. (2) The product is: [F:1][C:2]([C:8]1[CH:13]=[CH:12][CH:11]=[CH:10][N:9]=1)([CH3:7])[C:3]([OH:5])=[O:4]. Given the reactants [F:1][C:2]([C:8]1[CH:13]=[CH:12][CH:11]=[CH:10][N:9]=1)([CH3:7])[C:3]([O:5]C)=[O:4].C[Si](C)(C)[O-].[K+], predict the reaction product. (3) The product is: [C:23]([C@:22]1([OH:32])[CH:21]=[CH:20][C@H:19]2[C@H:18]3[C@H:28]([CH2:27][CH2:1][C@:2]12[CH2:5][CH3:6])[C@@H:29]1[C:15](=[CH:14][C:13](=[O:12])[CH2:31][CH2:30]1)[CH2:16][CH2:17]3)#[CH:24]. Given the reactants [C:1]([Mg]Br)#[CH:2].[CH2:5]1COC[CH2:6]1.C([O:12][C:13]1[CH2:31][CH2:30][C@H:29]2[C:15](=[CH:16][CH2:17][C@@H:18]3[C@@H:28]2[CH2:27]C[C@@:23]2([CH2:24]C)[C@H:19]3[CH:20]=[CH:21][C:22]2=[O:32])[CH:14]=1)C.Cl, predict the reaction product. (4) Given the reactants [C:1]([C:3]1[C:4]([O:12][CH3:13])=[C:5]([CH:9]=[CH:10][CH:11]=1)C(O)=O)#[N:2].[C:14]([Cl:19])(=O)[C:15]([Cl:17])=O.[OH-:20].[Na+].Cl.[CH3:23][N:24]([CH:26]=[O:27])C, predict the reaction product. The product is: [Cl:17][C:15]1[CH:1]=[C:3]([C@H:4]([CH2:5][CH2:9][OH:20])[CH2:23][NH:24][C:26](=[O:27])[C:5]2[CH:9]=[CH:10][CH:11]=[C:3]([C:1]#[N:2])[C:4]=2[O:12][CH3:13])[CH:11]=[CH:10][C:14]=1[Cl:19]. (5) Given the reactants Cl[C:2]1[CH:12]=[CH:11][C:5]([C:6]([O:8]CC)=[O:7])=[CH:4][N:3]=1.[CH2:13]([OH:17])[C:14]#[C:15][CH3:16], predict the reaction product. The product is: [CH2:13]([O:17][C:2]1[CH:12]=[CH:11][C:5]([C:6]([OH:8])=[O:7])=[CH:4][N:3]=1)[C:14]#[C:15][CH3:16]. (6) Given the reactants [F:1][C:2]1[CH:9]=[C:8]([O:10]C)[CH:7]=[CH:6][C:3]=1[CH:4]=[O:5].B(Br)(Br)Br, predict the reaction product. The product is: [F:1][C:2]1[CH:9]=[C:8]([OH:10])[CH:7]=[CH:6][C:3]=1[CH:4]=[O:5]. (7) Given the reactants [NH2:1][C:2]1[NH:6][N:5]=[C:4]([C:7]([O:9][CH2:10][CH3:11])=[O:8])[CH:3]=1.N1C=CC=CC=1.[F:18][C:19]1[C:27]([F:28])=[CH:26][C:22]([C:23](Cl)=[O:24])=[C:21]([CH3:29])[CH:20]=1.C(O)C, predict the reaction product. The product is: [F:18][C:19]1[C:27]([F:28])=[CH:26][C:22]([C:23]([NH:1][C:2]2[NH:6][N:5]=[C:4]([C:7]([O:9][CH2:10][CH3:11])=[O:8])[CH:3]=2)=[O:24])=[C:21]([CH3:29])[CH:20]=1. (8) Given the reactants [CH:1]1([C:5]([O:7][CH2:8][CH3:9])=[O:6])[CH2:4][CH2:3][CH2:2]1.[Br:10][C:11]1[CH:18]=[CH:17][C:14]([CH2:15]Br)=[CH:13][CH:12]=1, predict the reaction product. The product is: [Br:10][C:11]1[CH:18]=[CH:17][C:14]([CH2:15][C:1]2([C:5]([O:7][CH2:8][CH3:9])=[O:6])[CH2:4][CH2:3][CH2:2]2)=[CH:13][CH:12]=1. (9) Given the reactants [NH2:1][C@H:2]1[CH2:7][CH2:6][CH2:5][N:4]([C:8]([O:10][C:11]([CH3:14])([CH3:13])[CH3:12])=[O:9])[CH2:3]1.C(O[C:18]1(O[Si](C)(C)C)[CH2:20][CH2:19]1)C.C(O)(=O)C.C([BH3-])#N.[Na+], predict the reaction product. The product is: [CH:18]1([NH:1][C@H:2]2[CH2:7][CH2:6][CH2:5][N:4]([C:8]([O:10][C:11]([CH3:14])([CH3:13])[CH3:12])=[O:9])[CH2:3]2)[CH2:20][CH2:19]1. (10) Given the reactants [CH3:1][NH:2][CH2:3][C@H:4]([C:17]1[CH:26]=[CH:25][C:24]2[C:19](=[CH:20][CH:21]=[CH:22][CH:23]=2)[CH:18]=1)[C@@H:5]([C:11]1[CH:16]=[CH:15][CH:14]=[CH:13][CH:12]=1)[O:6][CH2:7][C:8](O)=[O:9].B.C1COCC1.C([O-])(O)=O.[Na+], predict the reaction product. The product is: [CH3:1][NH:2][CH2:3][C@H:4]([C:17]1[CH:26]=[CH:25][C:24]2[C:19](=[CH:20][CH:21]=[CH:22][CH:23]=2)[CH:18]=1)[C@@H:5]([C:11]1[CH:16]=[CH:15][CH:14]=[CH:13][CH:12]=1)[O:6][CH2:7][CH2:8][OH:9].